This data is from Full USPTO retrosynthesis dataset with 1.9M reactions from patents (1976-2016). The task is: Predict the reactants needed to synthesize the given product. (1) Given the product [OH:15][C:4]1[CH:3]=[C:2]([C:20]2[CH:21]=[CH:22][C:17]([OH:16])=[CH:18][CH:19]=2)[C:11]2[C:6](=[CH:7][CH:8]=[CH:9][CH:10]=2)[C:5]=1[C:12](=[O:14])[CH3:13], predict the reactants needed to synthesize it. The reactants are: Br[C:2]1[C:11]2[C:6](=[CH:7][CH:8]=[CH:9][CH:10]=2)[C:5]([C:12](=[O:14])[CH3:13])=[C:4]([OH:15])[CH:3]=1.[OH:16][C:17]1[CH:22]=[CH:21][C:20](B(O)O)=[CH:19][CH:18]=1.C(=O)([O-])[O-].[K+].[K+]. (2) The reactants are: CO[CH:3]1[CH2:7][CH2:6][CH:5](OC)O1.C(O)(=O)C.C([CH:16]1[C:21](=[O:22])[NH:20][C:18](=[O:19])[C@@:17]1([NH2:28])[C:23]([O:25][CH2:26][CH3:27])=[O:24])C. Given the product [CH:7]([NH:28][CH:17]([CH3:18])[CH3:16])([CH3:3])[CH3:6].[CH2:26]([O:25][C:23]([C@@:17]1([N:28]2[CH:3]=[CH:7][CH:6]=[CH:5]2)[CH2:16][C:21](=[O:22])[NH:20][C:18]1=[O:19])=[O:24])[CH3:27], predict the reactants needed to synthesize it. (3) Given the product [CH3:1][O:2][C:3]([CH:5]1[CH2:10][CH2:9][CH:8]([CH:11]=[O:12])[CH2:7][CH2:6]1)=[O:4], predict the reactants needed to synthesize it. The reactants are: [CH3:1][O:2][C:3]([C@H:5]1[CH2:10][CH2:9][C@H:8]([CH2:11][OH:12])[CH2:7][CH2:6]1)=[O:4].CCN(CC)CC.S(=O)(=O)=O.N1C=CC=CC=1. (4) Given the product [CH3:27][O:26][C:12]1[CH:11]=[C:10]([CH:15]=[CH:14][C:13]=1[O:16][CH2:17][C:18]1[CH:19]=[N:20][C:21]([O:24][CH3:25])=[CH:22][CH:23]=1)[CH2:9][N:6]1[C:5]2[CH:28]=[CH:29][C:2]([N:34]3[CH2:35][CH2:36][N:31]([CH3:30])[CH2:32][C:33]3=[O:37])=[CH:3][C:4]=2[N:8]=[CH:7]1, predict the reactants needed to synthesize it. The reactants are: I[C:2]1[CH:29]=[CH:28][C:5]2[N:6]([CH2:9][C:10]3[CH:15]=[CH:14][C:13]([O:16][CH2:17][C:18]4[CH:19]=[N:20][C:21]([O:24][CH3:25])=[CH:22][CH:23]=4)=[C:12]([O:26][CH3:27])[CH:11]=3)[CH:7]=[N:8][C:4]=2[CH:3]=1.[CH3:30][N:31]1[CH2:36][CH2:35][NH:34][C:33](=[O:37])[CH2:32]1.